Dataset: Forward reaction prediction with 1.9M reactions from USPTO patents (1976-2016). Task: Predict the product of the given reaction. (1) Given the reactants [CH2:1](OC(OCC)OCC)C.[NH2:11][C:12]1[CH:27]=[CH:26][CH:25]=[CH:24][C:13]=1[CH2:14][NH:15][C:16]1([CH3:23])[CH2:20][C:19](=[O:21])[NH:18][C:17]1=[O:22], predict the reaction product. The product is: [CH3:23][C:16]1([N:15]2[CH2:14][C:13]3[C:12](=[CH:27][CH:26]=[CH:25][CH:24]=3)[N:11]=[CH:1]2)[CH2:20][C:19](=[O:21])[NH:18][C:17]1=[O:22]. (2) Given the reactants [Cl:1][C:2]1[CH:3]=[C:4]([F:11])[C:5]([C:8](O)=O)=[N:6][CH:7]=1.[C:12](Cl)(=[O:16])C(Cl)=O.CS(O)(=O)=O.[C@H:23]12[CH2:29][C@H:26]([NH:27][CH2:28]1)[C:25](=[O:30])[O:24]2.[C:31](O)(=O)[CH2:32]C(CC(O)=O)(C(O)=O)O, predict the reaction product. The product is: [Cl:1][C:2]1[CH:3]=[C:4]([F:11])[C:5]([C:8]2([C:12]([N:27]3[CH2:28][C@@H:23]4[CH2:29][C@H:26]3[C:25](=[O:30])[O:24]4)=[O:16])[CH2:32][CH2:31]2)=[N:6][CH:7]=1. (3) Given the reactants [NH2:1][C:2]1[CH:11]=[CH:10][C:5]([NH:6][C:7](=[O:9])[CH3:8])=[CH:4][CH:3]=1.[H-].[Na+].Br[CH2:15][CH2:16][CH2:17][CH2:18][CH2:19][CH3:20], predict the reaction product. The product is: [NH2:1][C:2]1[CH:3]=[CH:4][C:5]([N:6]([CH2:15][CH2:16][CH2:17][CH2:18][CH2:19][CH3:20])[C:7](=[O:9])[CH3:8])=[CH:10][CH:11]=1. (4) Given the reactants N(C(C)(C)C#N)=N[C:3](C)(C)[C:4]#N.[C:13]([O:17][CH2:18][CH2:19][CH2:20]C)(=[O:16])[CH:14]=[CH2:15].[CH3:22]N(C)C=O.[CH3:27][CH2:28][CH2:29][CH2:30][CH2:31][CH3:32], predict the reaction product. The product is: [CH2:27]=[CH:28][C:29]1[CH:4]=[CH:3][CH:32]=[CH:31][CH:30]=1.[C:13]([O:17][CH:18]([CH2:19][CH3:20])[CH3:22])(=[O:16])[CH:14]=[CH2:15]. (5) Given the reactants CC(C)([O-])C.[Na+].O=[C:8]([CH:10]=[C:11]([CH3:13])[CH3:12])[CH3:9].[C:14](OCC)(=O)[C:15]([O:17][CH2:18][CH3:19])=[O:16].[CH3:24][NH:25][NH2:26], predict the reaction product. The product is: [CH3:24][N:25]1[C:8]([CH:10]=[C:11]([CH3:13])[CH3:12])=[CH:9][C:14]([C:15]([O:17][CH2:18][CH3:19])=[O:16])=[N:26]1.